Dataset: Full USPTO retrosynthesis dataset with 1.9M reactions from patents (1976-2016). Task: Predict the reactants needed to synthesize the given product. (1) The reactants are: [F:1][C:2]1[CH:7]=[CH:6][C:5]([S:8]([N:11]2[C:20]3[C:15](=[CH:16][C:17]([C:21]([OH:30])([C:26]([F:29])([F:28])[F:27])[C:22]([F:25])([F:24])[F:23])=[CH:18][CH:19]=3)[CH2:14][CH2:13][C@H:12]2[CH2:31][C:32](=O)[C:33]#[CH:34])(=[O:10])=[O:9])=[CH:4][CH:3]=1.[NH:36]([CH2:38][CH:39]([OH:42])[CH2:40][CH3:41])[NH2:37]. Given the product [F:1][C:2]1[CH:7]=[CH:6][C:5]([S:8]([N:11]2[C:20]3[C:15](=[CH:16][C:17]([C:21]([OH:30])([C:22]([F:23])([F:24])[F:25])[C:26]([F:28])([F:27])[F:29])=[CH:18][CH:19]=3)[CH2:14][CH2:13][C@H:12]2[CH2:31][C:32]2[CH:33]=[CH:34][N:36]([CH2:38][CH:39]([OH:42])[CH2:40][CH3:41])[N:37]=2)(=[O:9])=[O:10])=[CH:4][CH:3]=1, predict the reactants needed to synthesize it. (2) Given the product [Cl:13][C:14]1[CH:20]=[C:19]([S:21]([CH3:24])(=[O:23])=[O:22])[CH:18]=[C:17]([C:3]#[C:2][CH3:8])[C:15]=1[NH2:16], predict the reactants needed to synthesize it. The reactants are: Cl[C:2]1[CH:8]=C(C#CC)C(N)=C(F)[CH:3]=1.[Cl:13][C:14]1[CH:20]=[C:19]([S:21]([CH3:24])(=[O:23])=[O:22])[CH:18]=[C:17](I)[C:15]=1[NH2:16].C#CC. (3) Given the product [Cl:9][C:6]1[N:5]=[CH:4][N:3]=[C:2]([N:19]2[CH2:20][CH2:21][CH:22]([CH3:25])[CH2:23][CH2:24][CH:18]2[CH3:17])[C:7]=1[F:8], predict the reactants needed to synthesize it. The reactants are: Cl[C:2]1[C:7]([F:8])=[C:6]([Cl:9])[N:5]=[CH:4][N:3]=1.C(=O)([O-])[O-].[K+].[K+].Cl.[CH3:17][CH:18]1[CH2:24][CH2:23][CH:22]([CH3:25])[CH2:21][CH2:20][NH:19]1.[Cl-].[NH4+]. (4) Given the product [C:17]([O:16][CH2:15][CH2:14][S:13][CH2:12][C:7]1[CH:8]=[CH:9][CH:10]=[CH:11][C:6]=1[CH2:5][S:4][CH2:3][CH2:2][O:1][C:35](=[O:38])[C:33]([CH3:34])=[CH2:40])(=[O:21])[C:18]([CH3:20])=[CH2:19], predict the reactants needed to synthesize it. The reactants are: [OH:1][CH2:2][CH2:3][S:4][CH2:5][C:6]1[CH:11]=[CH:10][CH:9]=[CH:8][C:7]=1[CH2:12][S:13][CH2:14][CH2:15][OH:16].[C:17](O[C:17](=[O:21])[C:18]([CH3:20])=[CH2:19])(=[O:21])[C:18]([CH3:20])=[CH2:19].C(N([CH2:33][CH3:34])CC)C.[C:35]([O-:38])(O)=O.[Na+].[CH2:40](Cl)Cl. (5) Given the product [C:16]12([NH:26][C:13](=[O:15])[CH2:12][N:8]([C:6]([O:5][CH2:1][CH2:4][CH2:27][CH3:28])=[O:7])[CH2:9][CH2:10][CH3:11])[CH2:23][CH:22]3[CH2:21][CH:20]([CH2:19][CH:18]([CH2:24]3)[CH2:17]1)[CH2:25]2, predict the reactants needed to synthesize it. The reactants are: [C:1]([O:5][C:6]([N:8]([CH2:12][C:13]([OH:15])=O)[CH2:9][CH2:10][CH3:11])=[O:7])([CH3:4])(C)C.[C:16]12([NH2:26])[CH2:25][CH:20]3[CH2:21][CH:22]([CH2:24][CH:18]([CH2:19]3)[CH2:17]1)[CH2:23]2.[CH:27](N(CC)C(C)C)(C)[CH3:28]. (6) Given the product [Cl:22][C:19]1[CH:20]=[CH:21][C:16]([CH:15]([O:14][CH:11]2[CH2:12][CH2:13][NH:8][CH2:9][CH2:10]2)[C:23]2[CH:24]=[CH:25][C:26]([Cl:29])=[CH:27][CH:28]=2)=[CH:17][CH:18]=1, predict the reactants needed to synthesize it. The reactants are: C([N:8]1[CH2:13][CH2:12][CH:11]([O:14][CH:15]([C:23]2[CH:28]=[CH:27][C:26]([Cl:29])=[CH:25][CH:24]=2)[C:16]2[CH:21]=[CH:20][C:19]([Cl:22])=[CH:18][CH:17]=2)[CH2:10][CH2:9]1)C1C=CC=CC=1.ClC1C=CC=CC=1C(OC1CCNCC1)C1C=CC(Cl)=CC=1. (7) Given the product [CH:1]1([N:30]2[CH2:31][CH2:32][C@@H:28]([N:22]3[CH2:21][CH2:20][C:19]4[C:24](=[CH:25][CH:26]=[C:17]([C:16]5[CH:15]=[CH:14][C:9]([C:10]([O:12][CH3:13])=[O:11])=[CH:8][C:7]=5[F:6])[CH:18]=4)[C:23]3=[O:27])[CH2:29]2)[CH2:4][CH2:3][CH2:2]1, predict the reactants needed to synthesize it. The reactants are: [C:1]1(=O)[CH2:4][CH2:3][CH2:2]1.[F:6][C:7]1[CH:8]=[C:9]([CH:14]=[CH:15][C:16]=1[C:17]1[CH:18]=[C:19]2[C:24](=[CH:25][CH:26]=1)[C:23](=[O:27])[N:22]([C@@H:28]1[CH2:32][CH2:31][NH:30][CH2:29]1)[CH2:21][CH2:20]2)[C:10]([O:12][CH3:13])=[O:11]. (8) Given the product [CH2:56]([C:31]1[N:32]=[C:33]([CH2:53][CH2:54][CH3:55])[N:34]([CH2:37][C:38]2[CH:43]=[CH:42][C:41]([C:44]3[CH:49]=[CH:48][CH:47]=[CH:46][C:45]=3[C:50]3[NH:51][C:4](=[O:7])[O:5][N:3]=3)=[CH:40][C:39]=2[F:52])[C:35](=[O:36])[C:30]=1[C:27]1[CH:26]=[CH:25][C:24]([O:23][C:22]([CH3:59])([CH3:58])[CH2:21][OH:20])=[CH:29][CH:28]=1)[CH3:57], predict the reactants needed to synthesize it. The reactants are: [Cl-].O[NH3+:3].[C:4](=[O:7])([O-])[OH:5].[Na+].CS(C)=O.[Si]([O:20][CH2:21][C:22]([CH3:59])([CH3:58])[O:23][C:24]1[CH:29]=[CH:28][C:27]([C:30]2[C:35](=[O:36])[N:34]([CH2:37][C:38]3[CH:43]=[CH:42][C:41]([C:44]4[C:45]([C:50]#[N:51])=[CH:46][CH:47]=[CH:48][CH:49]=4)=[CH:40][C:39]=3[F:52])[C:33]([CH2:53][CH2:54][CH3:55])=[N:32][C:31]=2[CH2:56][CH3:57])=[CH:26][CH:25]=1)(C(C)(C)C)(C)C. (9) Given the product [Cl:13][CH2:14][C:15]([NH:10][C:9]1[CH:11]=[C:5]([S:2]([CH3:1])(=[O:3])=[O:4])[CH:6]=[CH:7][C:8]=1[CH3:12])=[O:16], predict the reactants needed to synthesize it. The reactants are: [CH3:1][S:2]([C:5]1[CH:6]=[CH:7][C:8]([CH3:12])=[C:9]([CH:11]=1)[NH2:10])(=[O:4])=[O:3].[Cl:13][CH2:14][C:15](Cl)=[O:16].